Dataset: Merck oncology drug combination screen with 23,052 pairs across 39 cell lines. Task: Regression. Given two drug SMILES strings and cell line genomic features, predict the synergy score measuring deviation from expected non-interaction effect. (1) Drug 1: COC1=C2CC(C)CC(OC)C(O)C(C)C=C(C)C(OC(N)=O)C(OC)C=CC=C(C)C(=O)NC(=CC1=O)C2=O. Drug 2: CNC(=O)c1cc(Oc2ccc(NC(=O)Nc3ccc(Cl)c(C(F)(F)F)c3)cc2)ccn1. Cell line: ES2. Synergy scores: synergy=5.07. (2) Drug 1: Cn1nnc2c(C(N)=O)ncn2c1=O. Drug 2: CCc1cnn2c(NCc3ccc[n+]([O-])c3)cc(N3CCCCC3CCO)nc12. Cell line: VCAP. Synergy scores: synergy=2.08. (3) Drug 1: O=C(CCCCCCC(=O)Nc1ccccc1)NO. Drug 2: CCN(CC)CCNC(=O)c1c(C)[nH]c(C=C2C(=O)Nc3ccc(F)cc32)c1C. Cell line: HT29. Synergy scores: synergy=-0.537. (4) Drug 2: NC1CCCCC1N.O=C(O)C(=O)O.[Pt+2]. Cell line: A2780. Drug 1: NC(=O)c1cccc2cn(-c3ccc(C4CCCNC4)cc3)nc12. Synergy scores: synergy=1.14. (5) Drug 1: COC1=C2CC(C)CC(OC)C(O)C(C)C=C(C)C(OC(N)=O)C(OC)C=CC=C(C)C(=O)NC(=CC1=O)C2=O. Drug 2: CCC1(O)C(=O)OCc2c1cc1n(c2=O)Cc2cc3c(CN(C)C)c(O)ccc3nc2-1. Cell line: HT29. Synergy scores: synergy=-2.20. (6) Drug 1: Nc1ccn(C2OC(CO)C(O)C2(F)F)c(=O)n1. Drug 2: CS(=O)(=O)CCNCc1ccc(-c2ccc3ncnc(Nc4ccc(OCc5cccc(F)c5)c(Cl)c4)c3c2)o1. Cell line: UWB1289. Synergy scores: synergy=-11.2. (7) Drug 1: O=C(CCCCCCC(=O)Nc1ccccc1)NO. Drug 2: C#Cc1cccc(Nc2ncnc3cc(OCCOC)c(OCCOC)cc23)c1. Cell line: NCIH23. Synergy scores: synergy=-17.0.